This data is from Reaction yield outcomes from USPTO patents with 853,638 reactions. The task is: Predict the reaction yield, written as a fraction of the theoretical maximum amount of product (1.0 means a 100% yield; for example, 0.34 means a 34% yield). (1) The reactants are Cl.[CH2:2]([O:9][NH2:10])[C:3]1[CH:8]=[CH:7][CH:6]=[CH:5][CH:4]=1.N1C=CC=CC=1.Cl[C:18]([O:20][C:21]1[CH:26]=[CH:25][CH:24]=[CH:23][CH:22]=1)=[O:19]. The catalyst is C(#N)C. The product is [CH2:2]([O:9][NH:10][C:18](=[O:19])[O:20][C:21]1[CH:26]=[CH:25][CH:24]=[CH:23][CH:22]=1)[C:3]1[CH:8]=[CH:7][CH:6]=[CH:5][CH:4]=1. The yield is 0.940. (2) The reactants are [CH3:1][C:2]([OH:15])([C:4]#[C:5][C:6]1[CH:11]=[CH:10][CH:9]=[C:8]([N+:12]([O-])=O)[CH:7]=1)[CH3:3].[H][H]. The catalyst is C(O)(C)C. The product is [NH2:12][C:8]1[CH:7]=[C:6]([C:5]#[C:4][C:2]([CH3:3])([OH:15])[CH3:1])[CH:11]=[CH:10][CH:9]=1. The yield is 0.770. (3) The reactants are [CH2:1]([C@H:8]1[CH2:12][O:11][C:10](=[O:13])[NH:9]1)[C:2]1[CH:7]=[CH:6][CH:5]=[CH:4][CH:3]=1.[Li]CCCC.[F:19][C:20]1[CH:25]=[CH:24][C:23]([CH2:26][C:27](Cl)=[O:28])=[CH:22][CH:21]=1. The catalyst is C1COCC1. The product is [CH2:1]([C@H:8]1[CH2:12][O:11][C:10](=[O:13])[N:9]1[C:27](=[O:28])[CH2:26][C:23]1[CH:24]=[CH:25][C:20]([F:19])=[CH:21][CH:22]=1)[C:2]1[CH:3]=[CH:4][CH:5]=[CH:6][CH:7]=1. The yield is 0.810.